From a dataset of Reaction yield outcomes from USPTO patents with 853,638 reactions. Predict the reaction yield, written as a fraction of the theoretical maximum amount of product (1.0 means a 100% yield; for example, 0.34 means a 34% yield). (1) The reactants are [CH3:1][C@H:2]1[CH2:7][NH:6][C@H:5]([CH3:8])[CH2:4][N:3]1[C:9]([O:11][CH2:12][CH3:13])=[O:10].[CH2:14](Br)[CH:15]=[CH2:16].C(=O)([O-])[O-].[Na+].[Na+]. The catalyst is C(#N)C. The product is [CH2:16]([N:6]1[C@H:5]([CH3:8])[CH2:4][N:3]([C:9]([O:11][CH2:12][CH3:13])=[O:10])[C@@H:2]([CH3:1])[CH2:7]1)[CH:15]=[CH2:14]. The yield is 0.810. (2) The reactants are [Br:1][C:2]1[CH:10]=[CH:9][C:8]([C:11]([NH2:13])=[O:12])=[C:7]2[C:3]=1[CH:4]=[C:5](I)[NH:6]2.[F-].[Cs+].[B-](F)(F)(F)[CH:18]=[CH2:19].[K+]. The product is [Br:1][C:2]1[CH:10]=[CH:9][C:8]([C:11]([NH2:13])=[O:12])=[C:7]2[C:3]=1[CH:4]=[C:5]([CH:18]=[CH2:19])[NH:6]2. The catalyst is O1CCOCC1.O.Cl[Pd](Cl)([P](C1C=CC=CC=1)(C1C=CC=CC=1)C1C=CC=CC=1)[P](C1C=CC=CC=1)(C1C=CC=CC=1)C1C=CC=CC=1. The yield is 0.310. (3) The reactants are [NH:1]1[C:5]2[CH:6]=[CH:7][C:8]([C:10]([OH:12])=O)=[CH:9][C:4]=2[N:3]=[CH:2]1.[F:13][C:14]1[C:19]2[C@@H:20]3[C@H:25]([CH2:26][CH2:27][C:18]=2[CH:17]=[CH:16][CH:15]=1)[NH:24][CH2:23][CH2:22][CH2:21]3. No catalyst specified. The product is [NH:1]1[C:5]2[CH:6]=[CH:7][C:8]([C:10]([N:24]3[C@@H:25]4[C@@H:20]([C:19]5[C:14]([F:13])=[CH:15][CH:16]=[CH:17][C:18]=5[CH2:27][CH2:26]4)[CH2:21][CH2:22][CH2:23]3)=[O:12])=[CH:9][C:4]=2[N:3]=[CH:2]1. The yield is 0.750. (4) The reactants are [O:1]1[CH2:5][CH2:4][O:3][CH:2]1[CH2:6][CH2:7][NH:8][CH2:9][CH2:10][O:11][Si:12]([C:15]([CH3:18])([CH3:17])[CH3:16])([CH3:14])[CH3:13].C(N(C(C)C)CC)(C)C.[C:28](Cl)(=[O:30])[CH3:29]. No catalyst specified. The product is [O:1]1[CH2:5][CH2:4][O:3][CH:2]1[CH2:6][CH2:7][N:8]([CH2:9][CH2:10][O:11][Si:12]([C:15]([CH3:18])([CH3:17])[CH3:16])([CH3:14])[CH3:13])[C:28](=[O:30])[CH3:29]. The yield is 0.650. (5) The reactants are [CH2:1]([N:8]1CCN(C2SC(C(O)=O)=C(C)N=2)C1=O)[C:2]1[CH:7]=[CH:6][CH:5]=[CH:4][CH:3]=1.[CH3:23][C:24]1[N:25]=[C:26]([N:32]2[CH2:36][CH2:35][N:34]([CH2:37][CH2:38][C:39]3[CH:44]=[CH:43][CH:42]=[CH:41][CH:40]=3)[C:33]2=[O:45])[S:27][C:28]=1[C:29]([OH:31])=O.C(N)C1C=CC=CC=1. No catalyst specified. The product is [CH2:1]([NH:8][C:29]([C:28]1[S:27][C:26]([N:32]2[CH2:36][CH2:35][N:34]([CH2:37][CH2:38][C:39]3[CH:44]=[CH:43][CH:42]=[CH:41][CH:40]=3)[C:33]2=[O:45])=[N:25][C:24]=1[CH3:23])=[O:31])[C:2]1[CH:7]=[CH:6][CH:5]=[CH:4][CH:3]=1. The yield is 0.260. (6) The reactants are [Cl:1][C:2]1[CH:3]=[C:4]([NH:9][C:10]([CH:12]2[CH2:17][CH2:16][N:15]([CH2:18][C@@H:19]3[CH2:24][CH2:23][CH2:22][N:21](C(OC(C)(C)C)=O)[CH2:20]3)[CH2:14][CH2:13]2)=[O:11])[CH:5]=[CH:6][C:7]=1[Cl:8].Cl. The catalyst is CO.O1CCOCC1. The product is [Cl:1][C:2]1[CH:3]=[C:4]([NH:9][C:10]([CH:12]2[CH2:13][CH2:14][N:15]([CH2:18][C@@H:19]3[CH2:24][CH2:23][CH2:22][NH:21][CH2:20]3)[CH2:16][CH2:17]2)=[O:11])[CH:5]=[CH:6][C:7]=1[Cl:8]. The yield is 0.830. (7) The reactants are [F:1][CH:2]([F:28])[CH2:3][N:4]1[CH2:21][CH:20]([C:22](=[O:27])N(OC)C)[O:19][C:6]2([CH2:11][CH2:10][N:9]([C:12]([O:14][C:15]([CH3:18])([CH3:17])[CH3:16])=[O:13])[CH2:8][CH2:7]2)[CH2:5]1.[CH2:29]([Mg]Br)[CH3:30]. The catalyst is C1COCC1. The product is [F:28][CH:2]([F:1])[CH2:3][N:4]1[CH2:21][CH:20]([C:22](=[O:27])[CH2:29][CH3:30])[O:19][C:6]2([CH2:7][CH2:8][N:9]([C:12]([O:14][C:15]([CH3:18])([CH3:17])[CH3:16])=[O:13])[CH2:10][CH2:11]2)[CH2:5]1. The yield is 0.830.